This data is from NCI-60 drug combinations with 297,098 pairs across 59 cell lines. The task is: Regression. Given two drug SMILES strings and cell line genomic features, predict the synergy score measuring deviation from expected non-interaction effect. (1) Drug 1: CC1C(C(=O)NC(C(=O)N2CCCC2C(=O)N(CC(=O)N(C(C(=O)O1)C(C)C)C)C)C(C)C)NC(=O)C3=C4C(=C(C=C3)C)OC5=C(C(=O)C(=C(C5=N4)C(=O)NC6C(OC(=O)C(N(C(=O)CN(C(=O)C7CCCN7C(=O)C(NC6=O)C(C)C)C)C)C(C)C)C)N)C. Drug 2: N.N.Cl[Pt+2]Cl. Cell line: NCIH23. Synergy scores: CSS=62.0, Synergy_ZIP=-2.59, Synergy_Bliss=-1.88, Synergy_Loewe=1.16, Synergy_HSA=1.82. (2) Drug 1: CC1=C2C(C(=O)C3(C(CC4C(C3C(C(C2(C)C)(CC1OC(=O)C(C(C5=CC=CC=C5)NC(=O)C6=CC=CC=C6)O)O)OC(=O)C7=CC=CC=C7)(CO4)OC(=O)C)O)C)OC(=O)C. Drug 2: B(C(CC(C)C)NC(=O)C(CC1=CC=CC=C1)NC(=O)C2=NC=CN=C2)(O)O. Cell line: UACC62. Synergy scores: CSS=58.0, Synergy_ZIP=-0.735, Synergy_Bliss=-2.31, Synergy_Loewe=-5.76, Synergy_HSA=0.546. (3) Drug 1: C1=CC(=CC=C1C#N)C(C2=CC=C(C=C2)C#N)N3C=NC=N3. Drug 2: CC(C)NC(=O)C1=CC=C(C=C1)CNNC.Cl. Cell line: HCT116. Synergy scores: CSS=-7.68, Synergy_ZIP=4.17, Synergy_Bliss=-0.220, Synergy_Loewe=-4.09, Synergy_HSA=-7.62. (4) Drug 1: C1=CC(=CC=C1CC(C(=O)O)N)N(CCCl)CCCl.Cl. Drug 2: CN1C2=C(C=C(C=C2)N(CCCl)CCCl)N=C1CCCC(=O)O.Cl. Cell line: SNB-19. Synergy scores: CSS=2.93, Synergy_ZIP=-4.58, Synergy_Bliss=-3.94, Synergy_Loewe=-15.3, Synergy_HSA=-6.67. (5) Drug 1: CC1CCC2CC(C(=CC=CC=CC(CC(C(=O)C(C(C(=CC(C(=O)CC(OC(=O)C3CCCCN3C(=O)C(=O)C1(O2)O)C(C)CC4CCC(C(C4)OC)O)C)C)O)OC)C)C)C)OC. Drug 2: C1=CC=C(C(=C1)C(C2=CC=C(C=C2)Cl)C(Cl)Cl)Cl. Cell line: UACC-257. Synergy scores: CSS=-2.54, Synergy_ZIP=1.48, Synergy_Bliss=0.805, Synergy_Loewe=-2.91, Synergy_HSA=-2.73. (6) Drug 1: CN1C2=C(C=C(C=C2)N(CCCl)CCCl)N=C1CCCC(=O)O.Cl. Drug 2: CC1=C(C=C(C=C1)C(=O)NC2=CC(=CC(=C2)C(F)(F)F)N3C=C(N=C3)C)NC4=NC=CC(=N4)C5=CN=CC=C5. Cell line: RPMI-8226. Synergy scores: CSS=-7.86, Synergy_ZIP=0.112, Synergy_Bliss=-5.95, Synergy_Loewe=-7.87, Synergy_HSA=-8.82. (7) Drug 1: CCC1(CC2CC(C3=C(CCN(C2)C1)C4=CC=CC=C4N3)(C5=C(C=C6C(=C5)C78CCN9C7C(C=CC9)(C(C(C8N6C)(C(=O)OC)O)OC(=O)C)CC)OC)C(=O)OC)O.OS(=O)(=O)O. Drug 2: CC1CCCC2(C(O2)CC(NC(=O)CC(C(C(=O)C(C1O)C)(C)C)O)C(=CC3=CSC(=N3)C)C)C. Cell line: OVCAR3. Synergy scores: CSS=43.7, Synergy_ZIP=2.37, Synergy_Bliss=-1.99, Synergy_Loewe=-16.4, Synergy_HSA=-4.77. (8) Synergy scores: CSS=19.0, Synergy_ZIP=4.90, Synergy_Bliss=7.31, Synergy_Loewe=-30.5, Synergy_HSA=1.31. Drug 1: C1=CC(=C2C(=C1NCCNCCO)C(=O)C3=C(C=CC(=C3C2=O)O)O)NCCNCCO. Cell line: SK-MEL-5. Drug 2: CN1C(=O)N2C=NC(=C2N=N1)C(=O)N.